This data is from Forward reaction prediction with 1.9M reactions from USPTO patents (1976-2016). The task is: Predict the product of the given reaction. (1) Given the reactants [OH:1][C:2]1([C:15]2[S:16][C:17]([C:20]3[CH:25]=[C:24]([NH:26][C:27]4[N:32]=[C:31]([C:33]([F:36])([F:35])[F:34])[CH:30]=[CH:29][N:28]=4)[CH:23]=[C:22]([CH3:37])[CH:21]=3)=[CH:18][N:19]=2)[CH2:7][CH2:6][N:5](C(OC(C)(C)C)=O)[CH2:4][CH2:3]1.C(O)(C(F)(F)F)=O.C([O-])(O)=O.[Na+], predict the reaction product. The product is: [CH3:37][C:22]1[CH:21]=[C:20]([C:17]2[S:16][C:15]([C:2]3([OH:1])[CH2:3][CH2:4][NH:5][CH2:6][CH2:7]3)=[N:19][CH:18]=2)[CH:25]=[C:24]([NH:26][C:27]2[N:32]=[C:31]([C:33]([F:35])([F:36])[F:34])[CH:30]=[CH:29][N:28]=2)[CH:23]=1. (2) Given the reactants O1CCOCC1.I[C:8]1[CH:9]=[C:10]([C@H:16]2[CH2:19][C@H:18]([C:20]([O:22][CH3:23])=[O:21])[CH2:17]2)[CH:11]=[CH:12][C:13]=1[O:14][CH3:15].[B:24]1([B:24]2[O:28][C:27]([CH3:30])([CH3:29])[C:26]([CH3:32])([CH3:31])[O:25]2)[O:28][C:27]([CH3:30])([CH3:29])[C:26]([CH3:32])([CH3:31])[O:25]1.C([O-])(=O)C.[K+], predict the reaction product. The product is: [CH3:15][O:14][C:13]1[CH:12]=[CH:11][C:10]([C@H:16]2[CH2:19][C@H:18]([C:20]([O:22][CH3:23])=[O:21])[CH2:17]2)=[CH:9][C:8]=1[B:24]1[O:28][C:27]([CH3:30])([CH3:29])[C:26]([CH3:32])([CH3:31])[O:25]1. (3) Given the reactants [CH2:1]([O:3][C:4](=[O:13])[CH2:5][C:6]1[CH:11]=[CH:10][CH:9]=[C:8]([NH2:12])[CH:7]=1)[CH3:2].[Cl:14][CH2:15][C:16](Cl)=[O:17], predict the reaction product. The product is: [CH2:1]([O:3][C:4](=[O:13])[CH2:5][C:6]1[CH:11]=[CH:10][CH:9]=[C:8]([NH:12][C:16](=[O:17])[CH2:15][Cl:14])[CH:7]=1)[CH3:2]. (4) Given the reactants [N:1]1[CH:6]=[CH:5][CH:4]=[CH:3][C:2]=1[CH:7]=[C:8]1[CH2:13][CH2:12][N:11]([C:14]([NH:16][C:17]2[CH:18]=[CH:19][C:20]([C:23]3[CH:31]=[CH:30][C:26]([C:27](O)=[O:28])=[CH:25][CH:24]=3)=[N:21][CH:22]=2)=[O:15])[CH2:10][CH2:9]1.C1N=CN(C(N2C=NC=C2)=O)C=1.[CH3:44][S:45]([NH2:48])(=[O:47])=[O:46].C1(C2CCCCCCCCCC=2)CCCCCCCCNN=1, predict the reaction product. The product is: [CH3:44][S:45]([NH:48][C:27]([C:26]1[CH:30]=[CH:31][C:23]([C:20]2[N:21]=[CH:22][C:17]([NH:16][C:14]([N:11]3[CH2:10][CH2:9][C:8](=[CH:7][C:2]4[CH:3]=[CH:4][CH:5]=[CH:6][N:1]=4)[CH2:13][CH2:12]3)=[O:15])=[CH:18][CH:19]=2)=[CH:24][CH:25]=1)=[O:28])(=[O:47])=[O:46]. (5) Given the reactants [C:1]([C:4]1[CH:9]=[CH:8][C:7]([CH2:10][O:11][CH2:12][C:13]2[C:21]3[C:20](=[O:22])[NH:19][C:18]([C:23]([OH:25])=[O:24])=[N:17][C:16]=3[S:15][CH:14]=2)=[CH:6][CH:5]=1)([OH:3])=[O:2].[C:26](Cl)(=O)[C:27](Cl)=O.N1C=CC=[CH:34][CH:33]=1, predict the reaction product. The product is: [CH2:33]([O:2][C:1]([C:4]1[CH:9]=[CH:8][C:7]([CH2:10][O:11][CH2:12][C:13]2[C:21]3[C:20](=[O:22])[NH:19][C:18]([C:23]([O:25][CH2:26][CH3:27])=[O:24])=[N:17][C:16]=3[S:15][CH:14]=2)=[CH:6][CH:5]=1)=[O:3])[CH3:34].